From a dataset of Full USPTO retrosynthesis dataset with 1.9M reactions from patents (1976-2016). Predict the reactants needed to synthesize the given product. (1) Given the product [F:1][C:2]([F:13])([F:12])[C:3]1[CH:8]=[CH:7][C:6]([C:15]2[CH:16]=[C:17]([CH:20]=[CH:21][N:22]=2)[C:18]#[N:19])=[CH:5][CH:4]=1, predict the reactants needed to synthesize it. The reactants are: [F:1][C:2]([F:13])([F:12])[C:3]1[CH:8]=[CH:7][C:6](B(O)O)=[CH:5][CH:4]=1.Br[C:15]1[CH:16]=[C:17]([CH:20]=[CH:21][N:22]=1)[C:18]#[N:19].C(=O)([O-])[O-].[K+].[K+].O. (2) Given the product [NH2:1][C:4]1[CH:5]=[CH:6][C:7]([S:10]([CH3:17])(=[N:12][C:13](=[O:16])[CH2:14][CH3:15])=[O:11])=[CH:8][CH:9]=1, predict the reactants needed to synthesize it. The reactants are: [N+:1]([C:4]1[CH:9]=[CH:8][C:7]([S:10]([CH3:17])(=[N:12][C:13](=[O:16])[CH2:14][CH3:15])=[O:11])=[CH:6][CH:5]=1)([O-])=O. (3) Given the product [CH3:25][O:14][C:13](=[O:15])[CH2:12][CH2:11][C@H:10]([NH:16][C:17]([O:19][C:20]([CH3:21])([CH3:23])[CH3:22])=[O:18])[C:9]([O:8][CH2:1][C:2]1[CH:7]=[CH:6][CH:5]=[CH:4][CH:3]=1)=[O:24], predict the reactants needed to synthesize it. The reactants are: [CH2:1]([O:8][C:9](=[O:24])[C@@H:10]([NH:16][C:17]([O:19][C:20]([CH3:23])([CH3:22])[CH3:21])=[O:18])[CH2:11][CH2:12][C:13]([OH:15])=[O:14])[C:2]1[CH:7]=[CH:6][CH:5]=[CH:4][CH:3]=1.[C:25](=O)([O-])[O-].[K+].[K+].CI. (4) Given the product [F:1][C:2]1[CH:7]=[C:6]([F:8])[CH:5]=[CH:4][C:3]=1[C@:9]([OH:10])([C@H:11]([N:28]1[CH2:29][CH:30]=[C:25]([C:20]2[CH:21]=[CH:22][CH:23]=[CH:24][N:19]=2)[CH2:26][CH2:27]1)[CH3:12])[CH2:13][N:14]1[CH:18]=[N:17][CH:16]=[N:15]1, predict the reactants needed to synthesize it. The reactants are: [F:1][C:2]1[CH:7]=[C:6]([F:8])[CH:5]=[CH:4][C:3]=1[C@@:9]1([CH2:13][N:14]2[CH:18]=[N:17][CH:16]=[N:15]2)[C@H:11]([CH3:12])[O:10]1.[N:19]1[CH:24]=[CH:23][CH:22]=[CH:21][C:20]=1[C:25]1[CH2:26][CH2:27][NH:28][CH2:29][CH:30]=1.O.O.O.Cl([O-])(=O)(=O)=O.[Li+]. (5) Given the product [CH3:1][O:2][C:3]([C@H:5]1[CH2:10][N:9]([S:11]([C:14]2[NH:15][C:16]3[C:21]([CH:22]=2)=[CH:20][C:19]([Cl:23])=[CH:18][CH:17]=3)(=[O:12])=[O:13])[CH2:8][C:7](=[O:33])[N:6]1[CH2:34][CH:35]1[CH2:40][CH2:39][N:38]([C:41]2[CH:46]=[CH:45][C:44](=[O:47])[N:43]([CH3:48])[N:42]=2)[CH2:37][CH2:36]1)=[O:4], predict the reactants needed to synthesize it. The reactants are: [CH3:1][O:2][C:3]([C@H:5]1[CH2:10][N:9]([S:11]([C:14]2[N:15](S(C3C=CC=CC=3)(=O)=O)[C:16]3[C:21]([CH:22]=2)=[CH:20][C:19]([Cl:23])=[CH:18][CH:17]=3)(=[O:13])=[O:12])[CH2:8][C:7](=[O:33])[N:6]1[CH2:34][CH:35]1[CH2:40][CH2:39][N:38]([C:41]2[CH:46]=[CH:45][C:44](=[O:47])[N:43]([CH3:48])[N:42]=2)[CH2:37][CH2:36]1)=[O:4].[F-].C([N+](CCCC)(CCCC)CCCC)CCC. (6) Given the product [Cl:1][C:2]1[N:7]=[CH:6][C:5]([C:8]2([C:11]([O:13][CH3:19])=[O:12])[CH2:10][CH2:9]2)=[CH:4][CH:3]=1, predict the reactants needed to synthesize it. The reactants are: [Cl:1][C:2]1[N:7]=[CH:6][C:5]([C:8]2([C:11]([OH:13])=[O:12])[CH2:10][CH2:9]2)=[CH:4][CH:3]=1.S(=O)(=O)(O)O.[CH3:19]O. (7) Given the product [F:35][C:32]1[CH:33]=[N:34][C:27]2[N:26]([C:36]3[CH:37]=[C:38]([C:42]4[C:43]([C:48]([OH:51])=[O:49])=[CH:44][CH:45]=[CH:46][CH:47]=4)[CH:39]=[CH:40][CH:41]=3)[C:25](=[O:50])[N:24]([C@H:21]3[CH2:20][CH2:19][C@@H:18]([NH:17][C:15]([C:13]4[N:14]=[C:9]5[CH:8]=[CH:7][C:6]([F:5])=[CH:11][N:10]5[CH:12]=4)=[O:16])[CH2:23][CH2:22]3)[C:29](=[O:30])[C:28]=2[CH:31]=1, predict the reactants needed to synthesize it. The reactants are: Cl([O-])=O.[Na+].[F:5][C:6]1[CH:7]=[CH:8][C:9]2[N:10]([CH:12]=[C:13]([C:15]([NH:17][C@H:18]3[CH2:23][CH2:22][C@@H:21]([N:24]4[C:29](=[O:30])[C:28]5[CH:31]=[C:32]([F:35])[CH:33]=[N:34][C:27]=5[N:26]([C:36]5[CH:37]=[C:38]([C:42]6[CH:47]=[CH:46][CH:45]=[CH:44][C:43]=6[CH:48]=[O:49])[CH:39]=[CH:40][CH:41]=5)[C:25]4=[O:50])[CH2:20][CH2:19]3)=[O:16])[N:14]=2)[CH:11]=1.[OH:51]P([O-])(O)=O.[Na+]. (8) Given the product [O:25]([C:26]1[CH:27]=[CH:28][C:29]([CH2:32][C:33]([NH:17][C:13]2[CH:12]=[CH:11][C:10]3[C:15](=[CH:16][N:8]([CH2:7][CH2:6][N:1]4[CH2:2][CH2:3][CH2:4][CH2:5]4)[N:9]=3)[CH:14]=2)=[O:35])=[CH:30][CH:31]=1)[C:18]1[CH:19]=[CH:24][CH:23]=[CH:22][CH:21]=1, predict the reactants needed to synthesize it. The reactants are: [N:1]1([CH2:6][CH2:7][N:8]2[CH:16]=[C:15]3[C:10]([CH:11]=[CH:12][C:13]([NH2:17])=[CH:14]3)=[N:9]2)[CH2:5][CH2:4][CH2:3][CH2:2]1.[CH2:18]([O:25][C:26]1[CH:31]=[CH:30][C:29]([CH2:32][C:33]([OH:35])=O)=[CH:28][CH:27]=1)[C:19]1[CH:24]=[CH:23][CH:22]=[CH:21]C=1.Cl.C(N=C=NC(C)(C)CC)C.ON1C2C=CC=CC=2N=N1.CN1CCOCC1.